From a dataset of Catalyst prediction with 721,799 reactions and 888 catalyst types from USPTO. Predict which catalyst facilitates the given reaction. Reactant: S(OS(C(F)(F)F)(=O)=O)(C(F)(F)F)(=O)=O.[CH3:16][O:17][C:18]1[CH:19]=[C:20]([CH:25]=[CH:26][C:27]=1[N+:28]([O-:30])=[O:29])[C:21]([NH:23][CH3:24])=O.[N-:31]=[N+:32]=[N-:33].[Na+].C([O-])(O)=O.[Na+]. Product: [CH3:16][O:17][C:18]1[CH:19]=[C:20]([C:21]2[N:23]([CH3:24])[N:33]=[N:32][N:31]=2)[CH:25]=[CH:26][C:27]=1[N+:28]([O-:30])=[O:29]. The catalyst class is: 23.